This data is from Full USPTO retrosynthesis dataset with 1.9M reactions from patents (1976-2016). The task is: Predict the reactants needed to synthesize the given product. Given the product [N+:28]([CH2:31][C:11](=[O:13])[CH2:10][CH2:9][C:6]1[CH:5]=[CH:4][C:3]([C:2]([F:1])([F:15])[F:14])=[CH:8][CH:7]=1)([O-:30])=[O:29], predict the reactants needed to synthesize it. The reactants are: [F:1][C:2]([F:15])([F:14])[C:3]1[CH:8]=[CH:7][C:6]([CH2:9][CH2:10][C:11]([OH:13])=O)=[CH:5][CH:4]=1.C(N1C=CN=C1)(N1C=CN=C1)=O.[N+:28]([CH3:31])([O-:30])=[O:29].[H-].[Na+].[N-]1C=CN=C1.Cl.